From a dataset of Catalyst prediction with 721,799 reactions and 888 catalyst types from USPTO. Predict which catalyst facilitates the given reaction. (1) Reactant: [CH3:1][S:2]([C:5]1[CH:10]=[CH:9][C:8]([N:11]2[CH:15]=[C:14]([CH2:16]O)[CH:13]=[N:12]2)=[CH:7][CH:6]=1)(=[O:4])=[O:3].C1(P([N:32]=[N+:33]=[N-:34])(C2C=CC=CC=2)=O)C=CC=CC=1.N12CCCN=C1CCCCC2. Product: [N:32]([CH2:16][C:14]1[CH:13]=[N:12][N:11]([C:8]2[CH:9]=[CH:10][C:5]([S:2]([CH3:1])(=[O:4])=[O:3])=[CH:6][CH:7]=2)[CH:15]=1)=[N+:33]=[N-:34]. The catalyst class is: 1. (2) Reactant: C(OC([N:8]1[CH2:14][CH2:13][C:12]2[C:15]([NH:20][CH2:21][C:22]3[CH:27]=[CH:26][C:25]([S:28][CH2:29][C:30](=[O:37])[NH:31][CH2:32][C:33]([CH3:36])([CH3:35])[CH3:34])=[CH:24][CH:23]=3)=[C:16]([Cl:19])[CH:17]=[CH:18][C:11]=2[CH2:10][CH2:9]1)=O)(C)(C)C.Cl.O1CCOCC1. Product: [Cl:19][C:16]1[CH:17]=[CH:18][C:11]2[CH2:10][CH2:9][NH:8][CH2:14][CH2:13][C:12]=2[C:15]=1[NH:20][CH2:21][C:22]1[CH:27]=[CH:26][C:25]([S:28][CH2:29][C:30](=[O:37])[NH:31][CH2:32][C:33]([CH3:35])([CH3:34])[CH3:36])=[CH:24][CH:23]=1. The catalyst class is: 2. (3) Reactant: C([N:8]1[CH2:13][CH2:12][N:11]([C:14]2[CH:15]=[C:16]([O:25][CH3:26])[CH:17]=[C:18]3[C:23]=2[N:22]=[CH:21][CH:20]=[C:19]3[CH3:24])[CH2:10][CH2:9]1)C1C=CC=CC=1.ClC(OC=C)=O. Product: [CH3:26][O:25][C:16]1[CH:17]=[C:18]2[C:23](=[C:14]([N:11]3[CH2:10][CH2:9][NH:8][CH2:13][CH2:12]3)[CH:15]=1)[N:22]=[CH:21][CH:20]=[C:19]2[CH3:24]. The catalyst class is: 2. (4) Reactant: [OH:1][CH:2]([C:12]1[CH:17]=[CH:16][CH:15]=[CH:14][C:13]=1[C:18]([F:21])([F:20])[F:19])[CH2:3][NH:4]C(=O)OC(C)(C)C.ClS([N:26]=[C:27]=[O:28])(=O)=O.O.C(=O)(O)[O-].[Na+]. Product: [C:27](=[O:28])([O:1][CH:2]([C:12]1[CH:17]=[CH:16][CH:15]=[CH:14][C:13]=1[C:18]([F:19])([F:20])[F:21])[CH2:3][NH2:4])[NH2:26]. The catalyst class is: 10. (5) Reactant: [N:1]([CH2:4][CH:5]1[CH:7]([CH3:8])[CH:6]1[C:9]1[N:14]=[C:13]2[N:15]([CH3:24])[C:16](=[O:23])[N:17]([CH2:18][C:19]([CH3:22])([CH3:21])[CH3:20])[C:12]2=[CH:11][CH:10]=1)=[N+]=[N-].C1(P(C2C=CC=CC=2)C2C=CC=CC=2)C=CC=CC=1.O.[N-]=[N+]=[N-]. Product: [NH2:1][CH2:4][CH:5]1[CH:7]([CH3:8])[CH:6]1[C:9]1[N:14]=[C:13]2[N:15]([CH3:24])[C:16](=[O:23])[N:17]([CH2:18][C:19]([CH3:21])([CH3:20])[CH3:22])[C:12]2=[CH:11][CH:10]=1. The catalyst class is: 1. (6) Reactant: [Cl:1][C:2]1[CH:7]=[C:6]([C:8]2[NH:9][C:10]3[C:15]([CH:16]=2)=[C:14]([F:17])[CH:13]=[CH:12][CH:11]=3)[N:5]=[C:4](N)[CH:3]=1.N([O-])=[O:20].[Na+]. Product: [Cl:1][C:2]1[CH:7]=[C:6]([C:8]2[NH:9][C:10]3[C:15]([CH:16]=2)=[C:14]([F:17])[CH:13]=[CH:12][CH:11]=3)[NH:5][C:4](=[O:20])[CH:3]=1. The catalyst class is: 82.